This data is from Full USPTO retrosynthesis dataset with 1.9M reactions from patents (1976-2016). The task is: Predict the reactants needed to synthesize the given product. Given the product [CH3:27][N:24]1[CH2:25][CH2:26][N:21]([C:18]2[CH:19]=[CH:20][C:15]([C:14]([NH:13][C:6]3[CH:7]=[CH:8][C:9]4[NH:10][C:42]([C:41]5[CH:40]=[CH:39][C:38]([C:36](=[O:37])[NH:35][C:29]6[CH:30]=[CH:31][CH:32]=[CH:33][CH:34]=6)=[CH:45][CH:44]=5)=[N:1][C:4]=4[CH:5]=3)=[O:28])=[CH:16][CH:17]=2)[CH2:22][CH2:23]1, predict the reactants needed to synthesize it. The reactants are: [N+:1]([C:4]1[CH:5]=[C:6]([NH:13][C:14](=[O:28])[C:15]2[CH:20]=[CH:19][C:18]([N:21]3[CH2:26][CH2:25][N:24]([CH3:27])[CH2:23][CH2:22]3)=[CH:17][CH:16]=2)[CH:7]=[CH:8][C:9]=1[N+:10]([O-])=O)([O-])=O.[C:29]1([NH:35][C:36]([C:38]2[CH:45]=[CH:44][C:41]([CH:42]=O)=[CH:40][CH:39]=2)=[O:37])[CH:34]=[CH:33][CH:32]=[CH:31][CH:30]=1.